Task: Regression/Classification. Given a drug SMILES string, predict its absorption, distribution, metabolism, or excretion properties. Task type varies by dataset: regression for continuous measurements (e.g., permeability, clearance, half-life) or binary classification for categorical outcomes (e.g., BBB penetration, CYP inhibition). Dataset: cyp2c9_veith.. Dataset: CYP2C9 inhibition data for predicting drug metabolism from PubChem BioAssay (1) The compound is CN(C)c1ncc2nc(-c3cccs3)c(=O)n(C3CC3)c2n1. The result is 1 (inhibitor). (2) The result is 0 (non-inhibitor). The molecule is O=C(N[C@@]1(C(=O)O)C[C@@H]1c1ccccc1)c1ccccc1. (3) The molecule is Cc1nc(N)sc1CCN. The result is 0 (non-inhibitor).